Dataset: Peptide-MHC class I binding affinity with 185,985 pairs from IEDB/IMGT. Task: Regression. Given a peptide amino acid sequence and an MHC pseudo amino acid sequence, predict their binding affinity value. This is MHC class I binding data. (1) The MHC is HLA-A69:01 with pseudo-sequence HLA-A69:01. The peptide sequence is DHIPIINTL. The binding affinity (normalized) is 0.0847. (2) The peptide sequence is DNAFNCTFEY. The MHC is HLA-A24:02 with pseudo-sequence HLA-A24:02. The binding affinity (normalized) is 0. (3) The peptide sequence is IYTSSMEAI. The MHC is H-2-Dd with pseudo-sequence H-2-Dd. The binding affinity (normalized) is 0.0307. (4) The peptide sequence is CLSDEINHV. The MHC is HLA-B39:01 with pseudo-sequence HLA-B39:01. The binding affinity (normalized) is 0.0847.